Predict the reaction yield, written as a fraction of the theoretical maximum amount of product (1.0 means a 100% yield; for example, 0.34 means a 34% yield). From a dataset of Reaction yield outcomes from USPTO patents with 853,638 reactions. (1) The product is [Cl:15][C:16]1[CH:17]=[C:18]([C:22](=[O:39])[CH2:23][O:24][C:25]2[CH:38]=[CH:37][C:28]([CH2:29][CH:30]3[S:34][C:33](=[O:35])[NH:32][C:31]3=[O:36])=[CH:27][CH:26]=2)[CH:19]=[CH:20][CH:21]=1. The reactants are O=P12OP3(OP(OP(O3)(O1)=O)(=O)O2)=O.[Cl:15][C:16]1[CH:17]=[C:18]([CH:22]([OH:39])[CH2:23][O:24][C:25]2[CH:38]=[CH:37][C:28]([CH2:29][CH:30]3[S:34][C:33](=[O:35])[NH:32][C:31]3=[O:36])=[CH:27][CH:26]=2)[CH:19]=[CH:20][CH:21]=1.C(N(CC)C(C)C)(C)C.C([O-])(O)=O.[Na+]. The yield is 0.470. The catalyst is C(Cl)Cl.CS(C)=O. (2) The reactants are Cl.Cl.[NH2:3][CH:4]1[CH2:7][N:6]([C:8]2[C:18]([Cl:19])=[CH:17][C:11]([C:12]([O:14][CH2:15][CH3:16])=[O:13])=[CH:10][N:9]=2)[CH2:5]1.[C:20]1([S:26]([N:29]=[C:30]=[O:31])(=[O:28])=[O:27])[CH:25]=[CH:24][CH:23]=[CH:22][CH:21]=1.CC(O)=O. The catalyst is C(Cl)Cl.CCOC(C)=O. The product is [Cl:19][C:18]1[C:8]([N:6]2[CH2:5][CH:4]([NH:3][C:30]([NH:29][S:26]([C:20]3[CH:21]=[CH:22][CH:23]=[CH:24][CH:25]=3)(=[O:28])=[O:27])=[O:31])[CH2:7]2)=[N:9][CH:10]=[C:11]([CH:17]=1)[C:12]([O:14][CH2:15][CH3:16])=[O:13]. The yield is 0.500. (3) The reactants are [CH2:1]([C:3]1[CH:8]=[CH:7][C:6]([C:9]2[NH:10][C:11](=[S:14])[NH:12][N:13]=2)=[C:5]([O:15][CH3:16])[CH:4]=1)[CH3:2].Br.Br[CH2:19][C:20]1[CH:25]=[CH:24][CH:23]=[CH:22][N:21]=1. The catalyst is CCO.CCOC(C)=O. The product is [CH2:1]([C:3]1[CH:8]=[CH:7][C:6]([C:9]2[NH:13][N:12]=[C:11]([S:14][CH2:19][C:20]3[CH:25]=[CH:24][CH:23]=[CH:22][N:21]=3)[N:10]=2)=[C:5]([O:15][CH3:16])[CH:4]=1)[CH3:2]. The yield is 0.680. (4) The reactants are Br[C:2]1[CH:3]=[CH:4][C:5]([O:30][CH3:31])=[C:6]([C:8]([CH3:29])([CH3:28])[CH2:9][C:10]([OH:27])([C:23]([F:26])([F:25])[F:24])[CH2:11][N:12]2[C:21]3[C:16](=[CH:17][CH:18]=[CH:19][CH:20]=3)[C:15](=[O:22])[CH:14]=[CH:13]2)[CH:7]=1.[CH:32]([O:34]CCCC)=[CH2:33].C1(P(C2C=CC=CC=2)CCCP(C2C=CC=CC=2)C2C=CC=CC=2)C=CC=CC=1.C([O-])([O-])=O.[K+].[K+].Cl. The catalyst is CN(C=O)C.CC([O-])=O.CC([O-])=O.[Pd+2].O. The product is [C:32]([C:2]1[CH:3]=[CH:4][C:5]([O:30][CH3:31])=[C:6]([C:8]([CH3:29])([CH3:28])[CH2:9][C:10]([OH:27])([C:23]([F:25])([F:26])[F:24])[CH2:11][N:12]2[C:21]3[C:16](=[CH:17][CH:18]=[CH:19][CH:20]=3)[C:15](=[O:22])[CH:14]=[CH:13]2)[CH:7]=1)(=[O:34])[CH3:33]. The yield is 0.270. (5) The catalyst is [Cu](I)I.CN(C=O)C. The reactants are Br[C:2]1[CH:11]=[CH:10][CH:9]=[C:8]2[C:3]=1[CH:4]=[CH:5][C:6]([CH3:12])=[N:7]2.C1(P(C2C=CC=CC=2)C2C=CC=CC=2)C=CC=CC=1.C(NCC)C.[CH3:37][Si:38]([C:41]#[CH:42])([CH3:40])[CH3:39]. The product is [CH3:12][C:6]1[CH:5]=[CH:4][C:3]2[C:8](=[CH:9][CH:10]=[CH:11][C:2]=2[C:42]#[C:41][Si:38]([CH3:40])([CH3:39])[CH3:37])[N:7]=1. The yield is 0.900. (6) The reactants are [C:1]([O:5][C:6]([N:8]1[CH2:13][CH2:12][CH:11]([NH2:14])[CH:10]([OH:15])[CH2:9]1)=[O:7])([CH3:4])([CH3:3])[CH3:2].[C:16](=N)([C:23]1[CH:28]=[CH:27][CH:26]=[CH:25][CH:24]=1)[C:17]1[CH:22]=[CH:21][CH:20]=[CH:19][CH:18]=1.C(N(CC)CC)C. The catalyst is C1(C)C=CC=CC=1. The product is [C:1]([O:5][C:6]([N:8]1[CH2:13][CH2:12][C@@H:11]([N:14]=[C:16]([C:17]2[CH:22]=[CH:21][CH:20]=[CH:19][CH:18]=2)[C:23]2[CH:28]=[CH:27][CH:26]=[CH:25][CH:24]=2)[C@H:10]([OH:15])[CH2:9]1)=[O:7])([CH3:4])([CH3:2])[CH3:3]. The yield is 0.860.